From a dataset of Reaction yield outcomes from USPTO patents with 853,638 reactions. Predict the reaction yield, written as a fraction of the theoretical maximum amount of product (1.0 means a 100% yield; for example, 0.34 means a 34% yield). (1) The reactants are [Br:1][C:2]1[C:3]([F:12])=[C:4]2[C:10]([NH2:11])=[CH:9][NH:8][C:5]2=[N:6][CH:7]=1.[F:13][C:14]1[CH:22]=[CH:21][C:20]([CH3:23])=[CH:19][C:15]=1[C:16](O)=[O:17].C1N(P(Cl)(N2C(=O)OCC2)=O)C(=O)OC1.C(N(CC)CC)C. The catalyst is C(Cl)Cl. The product is [Br:1][C:2]1[C:3]([F:12])=[C:4]2[C:10]([NH:11][C:16](=[O:17])[C:15]3[CH:19]=[C:20]([CH3:23])[CH:21]=[CH:22][C:14]=3[F:13])=[CH:9][NH:8][C:5]2=[N:6][CH:7]=1. The yield is 0.630. (2) The yield is 0.980. The product is [CH3:1][O:2][C:3](=[O:25])[CH2:4][C:5]1[C:14]([CH3:15])=[C:13]([OH:16])[C:12]2[C:7](=[CH:8][CH:9]=[C:10]([F:24])[CH:11]=2)[CH:6]=1. The catalyst is CO.[Pd]. The reactants are [CH3:1][O:2][C:3](=[O:25])[CH2:4][C:5]1[C:14]([CH3:15])=[C:13]([O:16]CC2C=CC=CC=2)[C:12]2[C:7](=[CH:8][CH:9]=[C:10]([F:24])[CH:11]=2)[CH:6]=1. (3) The yield is 0.760. The product is [N:35]1([C:30](=[O:31])[CH2:29][C:4]2[CH:5]=[CH:6][C:7]([CH2:8][O:9][CH2:10][C@@H:11]3[CH2:13][C@@H:12]3[CH:14]3[CH2:15][CH2:16][N:17]([C:20]4[N:21]=[CH:22][C:23]([CH2:26][O:27][CH3:28])=[CH:24][N:25]=4)[CH2:18][CH2:19]3)=[C:2]([F:1])[CH:3]=2)[CH2:43][CH2:38][CH2:39]1. The catalyst is C(Cl)Cl. The reactants are [F:1][C:2]1[CH:3]=[C:4]([CH2:29][C:30](O)=[O:31])[CH:5]=[CH:6][C:7]=1[CH2:8][O:9][CH2:10][C@@H:11]1[CH2:13][C@@H:12]1[CH:14]1[CH2:19][CH2:18][N:17]([C:20]2[N:25]=[CH:24][C:23]([CH2:26][O:27][CH3:28])=[CH:22][N:21]=2)[CH2:16][CH2:15]1.O.O[N:35]1[C:39]2C=CC=[CH:43][C:38]=2N=N1.Cl.C(/N=N/CCCN(C)C)C.N1CCC1. (4) The reactants are [Cl:1][C:2]1[CH:24]=[C:23]([Cl:25])[CH:22]=[CH:21][C:3]=1[CH2:4][N:5]1[C:9](/[CH:10]=[CH:11]/[C:12]([O:14]CC)=[O:13])=[CH:8][C:7]([O:17][CH:18]([CH3:20])[CH3:19])=[N:6]1.[OH-].[Na+].O1CCCC1. The catalyst is C(O)C. The product is [Cl:1][C:2]1[CH:24]=[C:23]([Cl:25])[CH:22]=[CH:21][C:3]=1[CH2:4][N:5]1[C:9](/[CH:10]=[CH:11]/[C:12]([OH:14])=[O:13])=[CH:8][C:7]([O:17][CH:18]([CH3:19])[CH3:20])=[N:6]1. The yield is 0.900. (5) The product is [F:43][C:22]1[CH:21]=[C:20]([O:19][C:17]2[CH:16]=[CH:15][N:14]=[C:13]([NH:12][C:10](=[O:11])[C@H:9]([OH:8])[CH3:44])[CH:18]=2)[C:25]([F:26])=[CH:24][C:23]=1[NH:27][C:28]([C:30]1([C:33]([NH:35][C:36]2[CH:37]=[CH:38][C:39]([F:42])=[CH:40][CH:41]=2)=[O:34])[CH2:32][CH2:31]1)=[O:29]. The yield is 0.117. The catalyst is CO.[OH-].[OH-].[Pd+2]. The reactants are C([O:8][C@H:9]([CH3:44])[C:10]([NH:12][C:13]1[CH:18]=[C:17]([O:19][C:20]2[C:25]([F:26])=[CH:24][C:23]([NH:27][C:28]([C:30]3([C:33]([NH:35][C:36]4[CH:41]=[CH:40][C:39]([F:42])=[CH:38][CH:37]=4)=[O:34])[CH2:32][CH2:31]3)=[O:29])=[C:22]([F:43])[CH:21]=2)[CH:16]=[CH:15][N:14]=1)=[O:11])C1C=CC=CC=1. (6) The reactants are [Br:1][C:2]1[C:3]([F:28])=[CH:4][C:5]2[CH:11]3[CH2:12][CH:9]([CH2:10]3)[N:8]3[C:13]([CH2:20][C:21]4[N:25]([CH3:26])[N:24]=[CH:23][CH:22]=4)=[C:14]([C:16]([O:18]C)=O)[N:15]=[C:7]3[C:6]=2[CH:27]=1.C[O-].[Na+].C([NH2:34])=O. No catalyst specified. The product is [Br:1][C:2]1[C:3]([F:28])=[CH:4][C:5]2[CH:11]3[CH2:10][CH:9]([CH2:12]3)[N:8]3[C:13]([CH2:20][C:21]4[N:25]([CH3:26])[N:24]=[CH:23][CH:22]=4)=[C:14]([C:16]([NH2:34])=[O:18])[N:15]=[C:7]3[C:6]=2[CH:27]=1. The yield is 0.570.